Dataset: Experimentally validated miRNA-target interactions with 360,000+ pairs, plus equal number of negative samples. Task: Binary Classification. Given a miRNA mature sequence and a target amino acid sequence, predict their likelihood of interaction. (1) The miRNA is hsa-miR-548h-3p with sequence CAAAAACCGCAAUUACUUUUGCA. The protein sequence of the target gene is MGSSQSVEIPGGGTEGYHVLRVQENSPGHRAGLEPFFDFIVSINGSRLNKDNDTLKDLLKANVEKPVKMLIYSSKTLELRETSVTPSNLWGGQGLLGVSIRFCSFDGANENVWHVLEVESNSPAALAGLRPHSDYIIGADTVMNESEDLFSLIETHEAKPLKLYVYNTDTDNCREVIITPNSAWGGEGSLGCGIGYGYLHRIPTRPFEEGKKISLPGQMAGTPITPLKDGFTEVQLSSVNPPSLSPPGTTGIEQSLTGLSISSTPPAVSSVLSTGVPTVPLLPPQVNQSLTSVPPMNPAT.... Result: 0 (no interaction). (2) The miRNA is hsa-miR-6777-5p with sequence ACGGGGAGUCAGGCAGUGGUGGA. The protein sequence of the target gene is MPMWAGGVGSPRRGMAPASTDDLFARKLRQPARPPLTPHTFEPRPVRGPLLRSGSDAGEARPPTPASPRARAHSHEEASRPAATSTRLFTDPLALLGLPAEEPEPAFPPVLEPRWFAHYDVQSLLFDWAPRSQGMGSHSEASSGTLASAEDQAASSDLLHGAPGFVCELGGEGELGLGGPASPPVPPALPNAAVSILEEPQNRTSAYSLEHADLGAGYYRKYFYGKEHQNFFGMDESLGPVAVSLRREEKEGSGGGTLHSYRVIVRTTQLRTLRGTISEDALPPGPPRGLSPRKLLEHVA.... Result: 1 (interaction). (3) The miRNA is hsa-miR-523-5p with sequence CUCUAGAGGGAAGCGCUUUCUG. The protein sequence of the target gene is MRTTKVYKLVIHKKGFGGSDDELVVNPKVFPHIKLGDIVEIAHPNDEYSPLLLQVKSLKEDLQKETISVDQTVTQVFRLRPYQDVYVNVVDPKDVTLDLVELTFKDQYIGRGDMWRLKKSLVSTCAYITQKVEFAGIRAQAGELWVKNEKVMCGYISEDTRVVFRSTSAMVYIFIQMSCEMWDFDIYGDLYFEKAVNGFLADLFTKWKEKNCSHEVTVVLFSRTFYDAKSVDEFPEINRASIRQDHKGRFYEDFYKVVVQNERREEWTSLLVTIKKLFIQYPVLVRLEQAEGFPQGDNST.... Result: 0 (no interaction). (4) The miRNA is hsa-miR-3714 with sequence GAAGGCAGCAGUGCUCCCCUGU. The protein sequence of the target gene is MAVRQAATAGTPGPRREEEAALLFERAHYRHDPRWLLPVTPRLCLACALELLPDPGVSLVRKKHMLSCFQDALVRHTSLVTQLVSQDQRVCIHFISVLFGLLCSMEDGSVTDLCIEVLIQITTQLKLEQTIRCLLDECHKELCNMPSMRGSLATLTLLGKLVDAIPALADELVMEHGNLMEHLLRGLVYPSEGIQASVCYLYGKLYSSPVAAEMLSGHFREKLFPLFLSILDGAQTKELQINCLGLLRQLLKYDLFVSMIMNQDGLGESAKNIEGSSGNTSLPLVLKKLLLSRDETLQVA.... Result: 0 (no interaction).